Regression. Given a peptide amino acid sequence and an MHC pseudo amino acid sequence, predict their binding affinity value. This is MHC class II binding data. From a dataset of Peptide-MHC class II binding affinity with 134,281 pairs from IEDB. (1) The peptide sequence is IRDKVQKEYALFYKLDVV. The MHC is DRB1_1101 with pseudo-sequence DRB1_1101. The binding affinity (normalized) is 0.602. (2) The binding affinity (normalized) is 0.763. The peptide sequence is SQDLELSWNLNGLQEY. The MHC is DRB1_1302 with pseudo-sequence DRB1_1302.